Dataset: Forward reaction prediction with 1.9M reactions from USPTO patents (1976-2016). Task: Predict the product of the given reaction. (1) Given the reactants Cl[C:2]1[N:3]=[CH:4][C:5](/[CH:8]=[CH:9]/[C:10]([O:12][CH2:13][CH3:14])=[O:11])=[N:6][CH:7]=1.[Cl:15][C:16]1[CH:29]=[CH:28][C:19]([C:20]([N:22]2[CH2:26][CH2:25][C@@H:24]([NH2:27])[CH2:23]2)=[O:21])=[CH:18][CH:17]=1.CCN(CC)CC, predict the reaction product. The product is: [Cl:15][C:16]1[CH:29]=[CH:28][C:19]([C:20]([N:22]2[CH2:26][CH2:25][C@@H:24]([NH:27][C:2]3[N:3]=[CH:4][C:5](/[CH:8]=[CH:9]/[C:10]([O:12][CH2:13][CH3:14])=[O:11])=[N:6][CH:7]=3)[CH2:23]2)=[O:21])=[CH:18][CH:17]=1. (2) Given the reactants C[O:2][C:3](=[O:19])[C:4]1[CH:9]=[CH:8][CH:7]=[C:6]([CH2:10][O:11][C:12]2[CH:17]=[CH:16][C:15](I)=[CH:14][CH:13]=2)[CH:5]=1.[Cl:20][C:21]1[CH:26]=[CH:25][C:24](B(O)O)=[CH:23][N:22]=1, predict the reaction product. The product is: [Cl:20][C:21]1[N:22]=[CH:23][C:24]([C:15]2[CH:16]=[CH:17][C:12]([O:11][CH2:10][C:6]3[CH:5]=[C:4]([CH:9]=[CH:8][CH:7]=3)[C:3]([OH:2])=[O:19])=[CH:13][CH:14]=2)=[CH:25][CH:26]=1.